Regression. Given a peptide amino acid sequence and an MHC pseudo amino acid sequence, predict their binding affinity value. This is MHC class I binding data. From a dataset of Peptide-MHC class I binding affinity with 185,985 pairs from IEDB/IMGT. (1) The peptide sequence is SQLPPACPV. The MHC is HLA-A69:01 with pseudo-sequence HLA-A69:01. The binding affinity (normalized) is 0.0847. (2) The peptide sequence is LLHRCIYHY. The MHC is HLA-B15:01 with pseudo-sequence HLA-B15:01. The binding affinity (normalized) is 0.653. (3) The peptide sequence is VFMDNAFKK. The MHC is HLA-B57:01 with pseudo-sequence HLA-B57:01. The binding affinity (normalized) is 0.0847. (4) The peptide sequence is LEHGLYPQL. The MHC is HLA-B44:02 with pseudo-sequence HLA-B44:02. The binding affinity (normalized) is 0.213. (5) The peptide sequence is PHYNNPWNT. The MHC is HLA-B40:01 with pseudo-sequence HLA-B40:01. The binding affinity (normalized) is 0.0847.